Predict the product of the given reaction. From a dataset of Forward reaction prediction with 1.9M reactions from USPTO patents (1976-2016). (1) Given the reactants [C:1]([O:5][C:6](=[O:36])[NH:7][CH:8]1[CH:13]([OH:14])[CH:12]([CH2:15][C:16]2[CH:21]=[CH:20][C:19]([O:22][CH3:23])=[C:18]([CH2:24][C@H:25]3[CH2:29][O:28][C:27](=[O:30])[N:26]3[CH2:31][CH2:32][CH3:33])[CH:17]=2)[CH2:11][S:10](=[O:35])(=[O:34])[CH2:9]1)([CH3:4])([CH3:3])[CH3:2].CC(OI1(OC(C)=O)(OC(C)=O)OC(=O)C2C=CC=CC1=2)=O.C([O-])(O)=O.[Na+].CCCCCC.CCOC(C)=O, predict the reaction product. The product is: [C:1]([O:5][C:6](=[O:36])[NH:7][C@@H:8]1[C:13](=[O:14])[C@H:12]([CH2:15][C:16]2[CH:21]=[CH:20][C:19]([O:22][CH3:23])=[C:18]([CH2:24][C@H:25]3[CH2:29][O:28][C:27](=[O:30])[N:26]3[CH2:31][CH2:32][CH3:33])[CH:17]=2)[CH2:11][S:10](=[O:35])(=[O:34])[CH2:9]1)([CH3:2])([CH3:3])[CH3:4]. (2) Given the reactants [Br:1][C:2]1[CH:7]=[CH:6][C:5]([CH2:8][CH2:9][CH2:10]O)=[CH:4][CH:3]=1.[C:12]1(=[O:22])[C:20]2[C:15](=[CH:16][CH:17]=[CH:18][CH:19]=2)[C:14](=[O:21])[NH:13]1.C1(P(C2C=CC=CC=2)C2C=CC=CC=2)C=CC=CC=1.N(C(OC(C)C)=O)=NC(OC(C)C)=O, predict the reaction product. The product is: [Br:1][C:2]1[CH:3]=[CH:4][C:5]([CH2:8][CH2:9][CH2:10][N:13]2[C:14](=[O:21])[C:15]3[C:20](=[CH:19][CH:18]=[CH:17][CH:16]=3)[C:12]2=[O:22])=[CH:6][CH:7]=1. (3) The product is: [Br:1][C:2]1[CH:7]=[C:6]([NH:22][CH:20]([CH3:21])[CH3:19])[C:5]([N+:9]([O-:11])=[O:10])=[CH:4][N:3]=1. Given the reactants [Br:1][C:2]1[CH:7]=[C:6](Br)[C:5]([N+:9]([O-:11])=[O:10])=[CH:4][N:3]=1.C(N(CC)CC)C.[CH3:19][CH:20]([NH2:22])[CH3:21], predict the reaction product. (4) Given the reactants C[Si]([CH:5]=[N+:6]=[N-:7])(C)C.[CH3:8][CH:9]([CH3:20])[CH2:10][C:11](=[O:19])[C:12]#[C:13][C:14]([O:16][CH2:17][CH3:18])=[O:15], predict the reaction product. The product is: [CH3:8][CH:9]([CH3:20])[CH2:10][C:11]([C:12]1[NH:7][N:6]=[CH:5][C:13]=1[C:14]([O:16][CH2:17][CH3:18])=[O:15])=[O:19]. (5) Given the reactants [CH2:1]([N:8]=[C:9]=[O:10])[C:2]1[CH:7]=[CH:6][CH:5]=[CH:4][CH:3]=1.[C:11]([C:15]([CH2:17][N:18]1[CH2:29][CH2:28][NH:27][CH2:26][CH2:25][N:24]([CH2:30][C:31]([C:33]([CH3:36])([CH3:35])[CH3:34])=[O:32])[CH2:23][CH2:22][N:21]([CH2:37][C:38]([C:40]([CH3:43])([CH3:42])[CH3:41])=[O:39])[CH2:20][CH2:19]1)=[O:16])([CH3:14])([CH3:13])[CH3:12].C(N(CC)CC)C, predict the reaction product. The product is: [C:11]([C:15]([CH2:17][N:18]1[CH2:29][CH2:28][N:27]([C:9](=[O:10])[NH:8][CH2:1][C:2]2[CH:7]=[CH:6][CH:5]=[CH:4][CH:3]=2)[CH2:26][CH2:25][N:24]([CH2:30][C:31]([C:33]([CH3:35])([CH3:34])[CH3:36])=[O:32])[CH2:23][CH2:22][N:21]([CH2:37][C:38]([C:40]([CH3:43])([CH3:42])[CH3:41])=[O:39])[CH2:20][CH2:19]1)=[O:16])([CH3:14])([CH3:12])[CH3:13]. (6) Given the reactants [Cl:1][C:2]1[CH:3]=[CH:4][C:5]([F:25])=[C:6]([C:8]2[CH:17]=[C:16]([C:18]3[CH:19]=[CH:20][C:21]([NH2:24])=[N:22][CH:23]=3)[C:15]3[C:10](=[N:11][CH:12]=[CH:13][CH:14]=3)[N:9]=2)[CH:7]=1.ClCCl.[Br:29]Br, predict the reaction product. The product is: [Br:29][C:20]1[C:21]([NH2:24])=[N:22][CH:23]=[C:18]([C:16]2[C:15]3[C:10](=[N:11][CH:12]=[CH:13][CH:14]=3)[N:9]=[C:8]([C:6]3[CH:7]=[C:2]([Cl:1])[CH:3]=[CH:4][C:5]=3[F:25])[CH:17]=2)[CH:19]=1. (7) Given the reactants Br[C:2]1[CH:7]=[CH:6][C:5]([C:8]2[O:12][N:11]=[C:10]([CH3:13])[C:9]=2[CH:14]([OH:26])[CH2:15][NH:16][C@@H:17]2[C:25]3[C:20](=[CH:21][CH:22]=[CH:23][CH:24]=3)[CH2:19][CH2:18]2)=[CH:4][CH:3]=1.[CH2:27]([O:29][C:30]([C:32]1([C:35]2[CH:40]=[CH:39][C:38](B3OC(C)(C)C(C)(C)O3)=[CH:37][CH:36]=2)[CH2:34][CH2:33]1)=[O:31])[CH3:28], predict the reaction product. The product is: [CH2:27]([O:29][C:30]([C:32]1([C:35]2[CH:40]=[CH:39][C:38]([C:2]3[CH:7]=[CH:6][C:5]([C:8]4[O:12][N:11]=[C:10]([CH3:13])[C:9]=4[CH:14]([OH:26])[CH2:15][NH:16][C@@H:17]4[C:25]5[C:20](=[CH:21][CH:22]=[CH:23][CH:24]=5)[CH2:19][CH2:18]4)=[CH:4][CH:3]=3)=[CH:37][CH:36]=2)[CH2:33][CH2:34]1)=[O:31])[CH3:28]. (8) The product is: [Cl:1][C:2]1[C:7]2[N:8]([CH2:11][C:12]([NH:16][CH:17]([C:19]3[CH:24]=[CH:23][C:22]([C:25]([C:26]#[N:27])([CH3:29])[CH3:28])=[C:21]([F:30])[CH:20]=3)[CH3:18])=[O:14])[CH:9]=[N:10][C:6]=2[CH:5]=[CH:4][CH:3]=1. Given the reactants [Cl:1][C:2]1[C:7]2[N:8]([CH2:11][C:12]([OH:14])=O)[CH:9]=[N:10][C:6]=2[CH:5]=[CH:4][CH:3]=1.Cl.[NH2:16][CH:17]([C:19]1[CH:24]=[CH:23][C:22]([C:25]([CH3:29])([CH3:28])[C:26]#[N:27])=[C:21]([F:30])[CH:20]=1)[CH3:18].CCN(CC)CC.CN(C(ON1N=NC2C=CC=NC1=2)=[N+](C)C)C.F[P-](F)(F)(F)(F)F, predict the reaction product.